The task is: Predict the reaction yield, written as a fraction of the theoretical maximum amount of product (1.0 means a 100% yield; for example, 0.34 means a 34% yield).. This data is from Reaction yield outcomes from USPTO patents with 853,638 reactions. (1) The reactants are [NH:1]1[C:9]2[CH2:8][CH2:7][NH:6][CH2:5][C:4]=2[N:3]=[N:2]1.C(N(CC)C(C)C)(C)C.Cl[C:20]([N:22]1[CH2:26][C@H:25]2[CH2:27][N:28]([C:30]([O:32][C:33]([CH3:36])([CH3:35])[CH3:34])=[O:31])[CH2:29][C@@H:24]2[CH2:23]1)=[O:21]. The catalyst is CN(C)C=O.ClCCl. The product is [NH:1]1[C:9]2[CH2:8][CH2:7][N:6]([C:20]([N:22]3[CH2:26][C@H:25]4[CH2:27][N:28]([C:30]([O:32][C:33]([CH3:36])([CH3:35])[CH3:34])=[O:31])[CH2:29][C@@H:24]4[CH2:23]3)=[O:21])[CH2:5][C:4]=2[N:3]=[N:2]1. The yield is 0.760. (2) The reactants are [C:1]([OH:5])(=[O:4])[CH:2]=[CH2:3].CS(O)(=O)=O.CO[C:13]1[CH:18]=[CH:17][C:16](O)=[CH:15][CH:14]=1. The catalyst is CCCCCCC. The product is [C:1]([O:5][CH:13]1[CH2:18][CH2:17][CH2:16][CH2:15][CH2:14]1)(=[O:4])[CH:2]=[CH2:3]. The yield is 0.900. (3) The reactants are [N+:1]([C:4]1[CH:28]=[CH:27][C:26]([N:29]2[CH2:34][CH2:33][CH2:32][CH2:31][CH2:30]2)=[CH:25][C:5]=1[C:6]([NH:8][C:9]1[CH:10]=[N:11][C:12]([C:15]2[CH:20]=[CH:19][CH:18]=[C:17]([C:21]([F:24])([F:23])[F:22])[CH:16]=2)=[N:13][CH:14]=1)=[O:7])([O-])=O.CO. The catalyst is [Pd].C(OCC)(=O)C. The product is [NH2:1][C:4]1[CH:28]=[CH:27][C:26]([N:29]2[CH2:34][CH2:33][CH2:32][CH2:31][CH2:30]2)=[CH:25][C:5]=1[C:6]([NH:8][C:9]1[CH:10]=[N:11][C:12]([C:15]2[CH:20]=[CH:19][CH:18]=[C:17]([C:21]([F:23])([F:24])[F:22])[CH:16]=2)=[N:13][CH:14]=1)=[O:7]. The yield is 0.980. (4) The reactants are [Cl:1][C:2]1[CH:3]=[CH:4][C:5]([C:8]2[CH:13]=[CH:12][N:11]=[C:10]([O:14]C)[CH:9]=2)=[N:6][CH:7]=1. The catalyst is Cl. The product is [Cl:1][C:2]1[CH:3]=[CH:4][C:5]([C:8]2[CH:13]=[CH:12][NH:11][C:10](=[O:14])[CH:9]=2)=[N:6][CH:7]=1. The yield is 0.810. (5) The reactants are [CH3:1][C:2]1[CH:3]=[C:4]([NH:11][C:12](=[O:18])[O:13][C:14]([CH3:17])([CH3:16])[CH3:15])[CH:5]=[C:6]([N+:8]([O-])=O)[CH:7]=1.[NH4+].[Cl-]. The catalyst is C1COCC1.CO.O.[Fe]. The product is [NH2:8][C:6]1[CH:5]=[C:4]([NH:11][C:12](=[O:18])[O:13][C:14]([CH3:16])([CH3:15])[CH3:17])[CH:3]=[C:2]([CH3:1])[CH:7]=1. The yield is 0.750. (6) The catalyst is [Ti](Cl)(Cl)(Cl)Cl.C(OCC)(=O)C. The product is [O:12]([C:9]1[CH:10]=[CH:11][C:6]([CH2:5][C:4]([Cl:30])=[N:1][OH:2])=[N:7][CH:8]=1)[C:13]1[CH:18]=[CH:17][CH:16]=[CH:15][CH:14]=1. The yield is 0.690. The reactants are [N+:1]([CH2:4][CH2:5][C:6]1[CH:11]=[CH:10][C:9]([O:12][C:13]2[CH:18]=[CH:17][CH:16]=[CH:15][CH:14]=2)=[CH:8][N:7]=1)([O-])=[O:2].CO.C[O-].[Li+].C(=O)(O)[O-].[Na+].C(Cl)[Cl:30]. (7) The reactants are [BH4-].[Na+].[N+:3]([CH:6]=[CH:7][C:8]1[CH:13]=[CH:12][CH:11]=[CH:10][CH:9]=1)([O-:5])=[O:4].C(O)(=O)C. The catalyst is O1CCOCC1.C(O)C.O1CCOCC1. The product is [N+:3]([CH2:6][CH2:7][C:8]1[CH:13]=[CH:12][CH:11]=[CH:10][CH:9]=1)([O-:5])=[O:4]. The yield is 0.830.